This data is from NCI-60 drug combinations with 297,098 pairs across 59 cell lines. The task is: Regression. Given two drug SMILES strings and cell line genomic features, predict the synergy score measuring deviation from expected non-interaction effect. (1) Cell line: 786-0. Drug 1: CC1=C(C(CCC1)(C)C)C=CC(=CC=CC(=CC(=O)O)C)C. Drug 2: C(CC(=O)O)C(=O)CN.Cl. Synergy scores: CSS=-1.84, Synergy_ZIP=-2.40, Synergy_Bliss=-1.74, Synergy_Loewe=-8.29, Synergy_HSA=-7.82. (2) Drug 1: CN(CC1=CN=C2C(=N1)C(=NC(=N2)N)N)C3=CC=C(C=C3)C(=O)NC(CCC(=O)O)C(=O)O. Drug 2: CC(C)NC(=O)C1=CC=C(C=C1)CNNC.Cl. Cell line: K-562. Synergy scores: CSS=47.6, Synergy_ZIP=1.03, Synergy_Bliss=-0.772, Synergy_Loewe=-30.3, Synergy_HSA=-1.31. (3) Drug 1: CNC(=O)C1=CC=CC=C1SC2=CC3=C(C=C2)C(=NN3)C=CC4=CC=CC=N4. Drug 2: CCC1=CC2CC(C3=C(CN(C2)C1)C4=CC=CC=C4N3)(C5=C(C=C6C(=C5)C78CCN9C7C(C=CC9)(C(C(C8N6C)(C(=O)OC)O)OC(=O)C)CC)OC)C(=O)OC.C(C(C(=O)O)O)(C(=O)O)O. Cell line: NCI-H226. Synergy scores: CSS=39.6, Synergy_ZIP=-4.13, Synergy_Bliss=-1.61, Synergy_Loewe=-3.06, Synergy_HSA=-2.52. (4) Drug 1: CN(C)N=NC1=C(NC=N1)C(=O)N. Drug 2: CNC(=O)C1=NC=CC(=C1)OC2=CC=C(C=C2)NC(=O)NC3=CC(=C(C=C3)Cl)C(F)(F)F. Cell line: HS 578T. Synergy scores: CSS=28.8, Synergy_ZIP=-2.31, Synergy_Bliss=1.09, Synergy_Loewe=-13.9, Synergy_HSA=-1.75. (5) Drug 1: C1CN1C2=NC(=NC(=N2)N3CC3)N4CC4. Cell line: SF-539. Drug 2: CS(=O)(=O)OCCCCOS(=O)(=O)C. Synergy scores: CSS=56.1, Synergy_ZIP=-1.42, Synergy_Bliss=-1.29, Synergy_Loewe=-42.4, Synergy_HSA=-0.668. (6) Drug 1: CC1OCC2C(O1)C(C(C(O2)OC3C4COC(=O)C4C(C5=CC6=C(C=C35)OCO6)C7=CC(=C(C(=C7)OC)O)OC)O)O. Drug 2: C1=CC(=CC=C1CCCC(=O)O)N(CCCl)CCCl. Cell line: UO-31. Synergy scores: CSS=23.1, Synergy_ZIP=-7.76, Synergy_Bliss=0.261, Synergy_Loewe=3.06, Synergy_HSA=3.95. (7) Drug 1: C(=O)(N)NO. Drug 2: C1=NC2=C(N1)C(=S)N=CN2. Cell line: NCI-H460. Synergy scores: CSS=4.59, Synergy_ZIP=-1.79, Synergy_Bliss=4.67, Synergy_Loewe=-12.2, Synergy_HSA=-0.914.